This data is from Forward reaction prediction with 1.9M reactions from USPTO patents (1976-2016). The task is: Predict the product of the given reaction. Given the reactants [CH3:1][O:2][C:3]1[CH:56]=[CH:55][CH:54]=[CH:53][C:4]=1[CH2:5][O:6][CH2:7][CH2:8][CH2:9][O:10][C:11]1[CH:16]=[CH:15][C:14]([CH:17]2[CH2:22][CH2:21][N:20]([C:23]([O:25][C:26]([CH3:29])([CH3:28])[CH3:27])=[O:24])[CH2:19][CH:18]2[O:30][CH2:31][CH2:32][O:33][C:34]2[CH:39]=[CH:38][CH:37]=[CH:36][C:35]=2[CH2:40][CH2:41]OS(C2C=CC(C)=CC=2)(=O)=O)=[CH:13][CH:12]=1.[CH3:57][S-:58].[Na+].[CH3:60]N(C)C=O, predict the reaction product. The product is: [CH3:1][O:2][C:3]1[CH:56]=[CH:55][CH:54]=[CH:53][C:4]=1[CH2:5][O:6][CH2:7][CH2:8][CH2:9][O:10][C:11]1[CH:12]=[CH:13][C:14]([CH:17]2[CH2:22][CH2:21][N:20]([C:23]([O:25][C:26]([CH3:27])([CH3:28])[CH3:29])=[O:24])[CH2:19][CH:18]2[O:30][CH2:31][CH2:32][O:33][C:34]2[CH:39]=[CH:38][CH:37]=[CH:36][C:35]=2[CH2:40][CH2:41][CH2:57][S:58][CH3:60])=[CH:15][CH:16]=1.